From a dataset of Catalyst prediction with 721,799 reactions and 888 catalyst types from USPTO. Predict which catalyst facilitates the given reaction. (1) Reactant: [Cl:1][C:2]1[CH:7]=[C:6]([F:8])[C:5]([CH2:9][C:10]#[N:11])=[C:4]([F:12])[CH:3]=1.[F:13][C:14]1[C:21]([Cl:22])=[CH:20][CH:19]=[CH:18][C:15]=1[CH:16]=O.C[O-].[Na+]. Product: [Cl:1][C:2]1[CH:3]=[C:4]([F:12])[C:5](/[C:9](=[CH:16]/[C:15]2[CH:18]=[CH:19][CH:20]=[C:21]([Cl:22])[C:14]=2[F:13])/[C:10]#[N:11])=[C:6]([F:8])[CH:7]=1. The catalyst class is: 5. (2) Reactant: Cl[C:2]1C=C(C=CC=1)C(OO)=O.[Br:12][C:13]1[CH:14]=[N:15][CH:16]=[C:17]([O:19][CH3:20])[CH:18]=1. Product: [Br:12][C:13]1[CH:14]=[N:15][CH:16]=[C:17]([O:19][CH2:20][CH3:2])[CH:18]=1. The catalyst class is: 2. (3) Reactant: [CH:1]1([CH2:7][N:8]2[CH2:12][CH:11]([CH2:13]OS(C3C=CC(C)=CC=3)(=O)=O)[O:10][C:9]2=[O:25])[CH2:6][CH2:5][CH2:4][CH2:3][CH2:2]1.[C:26]1([CH:32]([N:39]2[CH2:44][CH2:43][NH:42][CH2:41][CH2:40]2)[C:33]2[CH:38]=[CH:37][CH:36]=[CH:35][CH:34]=2)[CH:31]=[CH:30][CH:29]=[CH:28][CH:27]=1.C(N(CC)CC)C. Product: [CH:32]([N:39]1[CH2:44][CH2:43][N:42]([CH2:13][CH:11]2[O:10][C:9](=[O:25])[N:8]([CH2:7][CH:1]3[CH2:2][CH2:3][CH2:4][CH2:5][CH2:6]3)[CH2:12]2)[CH2:41][CH2:40]1)([C:33]1[CH:38]=[CH:37][CH:36]=[CH:35][CH:34]=1)[C:26]1[CH:31]=[CH:30][CH:29]=[CH:28][CH:27]=1. The catalyst class is: 217. (4) Reactant: [OH:1][C:2]1[CH:3]=[C:4]([O:15][C:16]2[CH:17]=[N:18][C:19]([S:22]([CH3:25])(=[O:24])=[O:23])=[CH:20][CH:21]=2)[CH:5]=[C:6]2[C:10]=1[NH:9][C:8]([C:11]([O:13][CH3:14])=[O:12])=[CH:7]2.C(=O)([O-])[O-].[K+].[K+].O1CC[CH2:34][CH2:33]1.C(I)C. Product: [CH2:33]([O:1][C:2]1[CH:3]=[C:4]([O:15][C:16]2[CH:17]=[N:18][C:19]([S:22]([CH3:25])(=[O:24])=[O:23])=[CH:20][CH:21]=2)[CH:5]=[C:6]2[C:10]=1[NH:9][C:8]([C:11]([O:13][CH3:14])=[O:12])=[CH:7]2)[CH3:34]. The catalyst class is: 9. (5) Reactant: [CH3:1]I.[CH3:3][O:4][C:5]1[CH:23]=[CH:22][C:8]2[C:9]3[NH:10][C:11]4[C:16]([C:17]=3[CH2:18][S:19][C:7]=2[CH:6]=1)=[CH:15][C:14]([O:20][CH3:21])=[CH:13][CH:12]=4.[H-].[Na+]. Product: [CH3:3][O:4][C:5]1[CH:23]=[CH:22][C:8]2[C:9]3[N:10]([CH3:1])[C:11]4[C:16]([C:17]=3[CH2:18][S:19][C:7]=2[CH:6]=1)=[CH:15][C:14]([O:20][CH3:21])=[CH:13][CH:12]=4. The catalyst class is: 3. (6) Reactant: [F:1][C:2]1[CH:3]=[C:4]2[C:12](=[CH:13][CH:14]=1)[NH:11][C:10]1[CH2:9][CH2:8][CH:7]([C:15]([O:17][CH3:18])=[O:16])[CH2:6][C:5]2=1.CC([O-])(C)C.[Na+].[Cl:25][C:26]1[CH:34]=[CH:33][C:29]([C:30](Cl)=[O:31])=[CH:28][CH:27]=1.[NH4+].[Cl-]. Product: [Cl:25][C:26]1[CH:34]=[CH:33][C:29]([C:30]([N:11]2[C:10]3[CH2:9][CH2:8][CH:7]([C:15]([O:17][CH3:18])=[O:16])[CH2:6][C:5]=3[C:4]3[C:12]2=[CH:13][CH:14]=[C:2]([F:1])[CH:3]=3)=[O:31])=[CH:28][CH:27]=1. The catalyst class is: 1.